Dataset: Forward reaction prediction with 1.9M reactions from USPTO patents (1976-2016). Task: Predict the product of the given reaction. (1) The product is: [Cl:1][C:2]1[CH:7]=[CH:6][C:5]([S:8]([CH:11]([C:18]2[C:23]([F:24])=[CH:22][CH:21]=[C:20]([F:25])[C:19]=2[F:26])[CH2:12][CH2:13][CH2:14][CH2:15][CH:16]2[CH2:17][O:32]2)(=[O:10])=[O:9])=[CH:4][CH:3]=1. Given the reactants [Cl:1][C:2]1[CH:7]=[CH:6][C:5]([S:8]([CH:11]([C:18]2[C:23]([F:24])=[CH:22][CH:21]=[C:20]([F:25])[C:19]=2[F:26])[CH2:12][CH2:13][CH2:14][CH2:15][CH:16]=[CH2:17])(=[O:10])=[O:9])=[CH:4][CH:3]=1.ClC1C=C(C=CC=1)C(OO)=[O:32].[O-]S([O-])(=S)=O.[Na+].[Na+], predict the reaction product. (2) The product is: [CH3:1][C:2]1[N:3]([C:18]2[CH:19]=[CH:20][C:21]([O:24][C:25]([F:27])([F:26])[F:28])=[CH:22][CH:23]=2)[C:4]([C:12]2[CH:13]=[CH:14][CH:15]=[CH:16][CH:17]=2)=[CH:5][C:6]=1[C:7]([OH:9])=[O:8]. Given the reactants [CH3:1][C:2]1[N:3]([C:18]2[CH:23]=[CH:22][C:21]([O:24][C:25]([F:28])([F:27])[F:26])=[CH:20][CH:19]=2)[C:4]([C:12]2[CH:17]=[CH:16][CH:15]=[CH:14][CH:13]=2)=[CH:5][C:6]=1[C:7]([O:9]CC)=[O:8].[OH-].[Na+].Cl, predict the reaction product. (3) Given the reactants Br[C:2]1[N:3]=[N:4][C:5]([C:8]2[CH:9]=[N:10][CH:11]=[C:12]([CH:18]=2)[C:13]([O:15][CH2:16][CH3:17])=[O:14])=[CH:6][N:7]=1.[Br:19][C:20]1[CH:32]=[CH:31][C:30]([F:33])=[CH:29][C:21]=1[O:22][CH:23]1[CH2:28][CH2:27][NH:26][CH2:25][CH2:24]1.C(=O)([O-])[O-].[K+].[K+], predict the reaction product. The product is: [Br:19][C:20]1[CH:32]=[CH:31][C:30]([F:33])=[CH:29][C:21]=1[O:22][CH:23]1[CH2:24][CH2:25][N:26]([C:2]2[N:3]=[N:4][C:5]([C:8]3[CH:9]=[N:10][CH:11]=[C:12]([CH:18]=3)[C:13]([O:15][CH2:16][CH3:17])=[O:14])=[CH:6][N:7]=2)[CH2:27][CH2:28]1. (4) Given the reactants N#N.[CH3:3][C:4]1[O:5][C:6]([C:12]2[CH:13]=[C:14]([CH3:18])[CH:15]=[CH:16][CH:17]=2)=[C:7]([C:9]([OH:11])=O)[N:8]=1.C1C=CC2N(O)N=NC=2C=1.C(Cl)CCl.CCN(C(C)C)C(C)C.[NH2:42][C:43]1[CH:47]=[N:46][N:45]([CH2:48][C:49]2[O:50][CH:51]=[C:52]([C:54](=[O:56])[CH3:55])[N:53]=2)[N:44]=1, predict the reaction product. The product is: [C:54]([C:52]1[N:53]=[C:49]([CH2:48][N:45]2[N:44]=[C:43]([NH:42][C:9]([C:7]3[N:8]=[C:4]([CH3:3])[O:5][C:6]=3[C:12]3[CH:13]=[C:14]([CH3:18])[CH:15]=[CH:16][CH:17]=3)=[O:11])[CH:47]=[N:46]2)[O:50][CH:51]=1)(=[O:56])[CH3:55]. (5) The product is: [CH3:1][O:2][CH2:3][C:4]1[C:5]([C:6]([O:8][CH3:9])=[O:7])=[C:10]2[C:11]([CH:17]=[CH:16][CH2:15][O:14]2)=[CH:12][CH:13]=1. Given the reactants [CH3:1][O:2][CH2:3][C:4]1[CH:13]=[CH:12][CH:11]=[C:10]([O:14][CH2:15][C:16]#[CH:17])[C:5]=1[C:6]([O:8][CH3:9])=[O:7], predict the reaction product. (6) Given the reactants [CH3:1][C:2]1([CH3:11])[C:8](=[O:9])[C:6]2([CH3:10])[CH2:7][CH:3]1[CH2:4][CH2:5]2.O1CC[CH2:14][CH2:13]1, predict the reaction product. The product is: [C:13]([C:8]1([OH:9])[C:2]([CH3:11])([CH3:1])[CH:3]2[CH2:7][C:6]1([CH3:10])[CH2:5][CH2:4]2)#[CH:14].